From a dataset of Full USPTO retrosynthesis dataset with 1.9M reactions from patents (1976-2016). Predict the reactants needed to synthesize the given product. Given the product [Cl:1][C:2]1[C:3]([CH3:44])=[C:4]([C:9]2[C:17]3[C:16]([O:18][C@H:19]([CH2:25][C:26]4[CH:31]=[CH:30][CH:29]=[CH:28][C:27]=4[O:32][CH:33]4[CH2:38][CH2:37][CH2:36][CH2:35][O:34]4)[C:20]([O:22][CH2:23][CH3:24])=[O:21])=[N:15][CH:14]=[N:13][C:12]=3[S:11][C:10]=2[C:39]#[C:40][CH2:41][O:42][CH3:43])[CH:5]=[CH:6][C:7]=1[O:8][CH2:53][CH2:52][N:49]1[CH2:50][CH2:51][N:46]([CH3:45])[CH2:47][CH2:48]1, predict the reactants needed to synthesize it. The reactants are: [Cl:1][C:2]1[C:3]([CH3:44])=[C:4]([C:9]2[C:17]3[C:16]([O:18][C@H:19]([CH2:25][C:26]4[CH:31]=[CH:30][CH:29]=[CH:28][C:27]=4[O:32][CH:33]4[CH2:38][CH2:37][CH2:36][CH2:35][O:34]4)[C:20]([O:22][CH2:23][CH3:24])=[O:21])=[N:15][CH:14]=[N:13][C:12]=3[S:11][C:10]=2[C:39]#[C:40][CH2:41][O:42][CH3:43])[CH:5]=[CH:6][C:7]=1[OH:8].[CH3:45][N:46]1[CH2:51][CH2:50][N:49]([CH2:52][CH2:53]O)[CH2:48][CH2:47]1.C1(P(C2C=CC=CC=2)C2C=CC=CC=2)C=CC=CC=1.N(C(OC(C)(C)C)=O)=NC(OC(C)(C)C)=O.